From a dataset of Full USPTO retrosynthesis dataset with 1.9M reactions from patents (1976-2016). Predict the reactants needed to synthesize the given product. (1) Given the product [C:12]([C:16]1[CH:21]=[CH:20][C:19]([C:2]2[CH:10]=[CH:9][CH:8]=[C:7]3[C:3]=2[CH2:4][CH2:5][C:6]3=[O:11])=[CH:18][CH:17]=1)([CH3:15])([CH3:14])[CH3:13], predict the reactants needed to synthesize it. The reactants are: Br[C:2]1[CH:10]=[CH:9][CH:8]=[C:7]2[C:3]=1[CH2:4][CH2:5][C:6]2=[O:11].[C:12]([C:16]1[CH:21]=[CH:20][C:19](B(O)O)=[CH:18][CH:17]=1)([CH3:15])([CH3:14])[CH3:13].C(=O)([O-])[O-].[Na+].[Na+].C(O)CO. (2) Given the product [C:32]1([CH:28]([C:22]2[CH:23]=[CH:24][CH:25]=[CH:26][CH:27]=2)[CH2:29][CH2:30][NH:31][C:17]([C:8]2[CH:9]([C:10]3[CH:15]=[CH:14][CH:13]=[C:12]([Cl:16])[CH:11]=3)[N:4]([C:1](=[O:3])[NH2:2])[C:5](=[O:21])[NH:6][C:7]=2[CH3:20])=[O:19])[CH:33]=[CH:34][CH:35]=[CH:36][CH:37]=1, predict the reactants needed to synthesize it. The reactants are: [C:1]([N:4]1[CH:9]([C:10]2[CH:15]=[CH:14][CH:13]=[C:12]([Cl:16])[CH:11]=2)[C:8]([C:17]([OH:19])=O)=[C:7]([CH3:20])[NH:6][C:5]1=[O:21])(=[O:3])[NH2:2].[C:22]1([CH:28]([C:32]2[CH:37]=[CH:36][CH:35]=[CH:34][CH:33]=2)[CH2:29][CH2:30][NH2:31])[CH:27]=[CH:26][CH:25]=[CH:24][CH:23]=1.CCN=C=NCCCN(C)C.Cl. (3) Given the product [CH3:1][O:2][C:3](=[O:39])[NH:4][C@@H:5]([CH:36]([CH3:38])[CH3:37])[C:6]([N:8]1[C@H:9]([C:14]2[NH:18][C:17]3[C:19]4[C:24]([CH:25]=[CH:26][C:16]=3[N:15]=2)=[CH:23][C:22]2[C:27]3[C:32]([CH2:33][O:34][C:21]=2[CH:20]=4)=[CH:31][C:30]([B:40]2[O:44][C:43]([CH3:46])([CH3:45])[C:42]([CH3:48])([CH3:47])[O:41]2)=[CH:29][CH:28]=3)[CH2:10][CH2:11][C@@H:12]1[CH3:13])=[O:7], predict the reactants needed to synthesize it. The reactants are: [CH3:1][O:2][C:3](=[O:39])[NH:4][C@@H:5]([CH:36]([CH3:38])[CH3:37])[C:6]([N:8]1[C@@H:12]([CH3:13])[CH2:11][CH2:10][C@H:9]1[C:14]1[NH:18][C:17]2[C:19]3[C:24]([CH:25]=[CH:26][C:16]=2[N:15]=1)=[CH:23][C:22]1[C:27]2[C:32]([CH2:33][O:34][C:21]=1[CH:20]=3)=[CH:31][C:30](Cl)=[CH:29][CH:28]=2)=[O:7].[B:40]1([B:40]2[O:44][C:43]([CH3:46])([CH3:45])[C:42]([CH3:48])([CH3:47])[O:41]2)[O:44][C:43]([CH3:46])([CH3:45])[C:42]([CH3:48])([CH3:47])[O:41]1.CC([O-])=O.[K+]. (4) Given the product [NH2:3][O:12][CH2:13][C:14]([O:16][C:17]([CH3:20])([CH3:19])[CH3:18])=[O:15], predict the reactants needed to synthesize it. The reactants are: O=C1C2C(=CC=CC=2)C(=O)[N:3]1[O:12][CH2:13][C:14]([O:16][C:17]([CH3:20])([CH3:19])[CH3:18])=[O:15].NN. (5) Given the product [Cl:16][C:17]1[CH:29]=[CH:28][C:20]([CH2:21][N:22]2[CH:26]=[N:25][C:24]([NH:27][C:2]3[CH:3]=[CH:4][C:5]([N:10]4[CH:14]=[C:13]([CH3:15])[N:12]=[CH:11]4)=[C:6]([CH:9]=3)[C:7]#[N:8])=[N:23]2)=[CH:19][CH:18]=1, predict the reactants needed to synthesize it. The reactants are: Br[C:2]1[CH:3]=[CH:4][C:5]([N:10]2[CH:14]=[C:13]([CH3:15])[N:12]=[CH:11]2)=[C:6]([CH:9]=1)[C:7]#[N:8].[Cl:16][C:17]1[CH:29]=[CH:28][C:20]([CH2:21][N:22]2[CH:26]=[N:25][C:24]([NH2:27])=[N:23]2)=[CH:19][CH:18]=1. (6) Given the product [CH3:5][O:6][C:7]1[C:8]([N+:18]([O-:20])=[O:19])=[C:9]([NH2:21])[CH:13]=[CH:14][C:15]=1[O:16][CH3:17], predict the reactants needed to synthesize it. The reactants are: S(Cl)(Cl)=O.[CH3:5][O:6][C:7]1[C:8]([N+:18]([O-:20])=[O:19])=[C:9]([CH:13]=[CH:14][C:15]=1[O:16][CH3:17])C(O)=O.[N-:21]=[N+]=[N-].[Na+].CCCCCC.